From a dataset of Reaction yield outcomes from USPTO patents with 853,638 reactions. Predict the reaction yield, written as a fraction of the theoretical maximum amount of product (1.0 means a 100% yield; for example, 0.34 means a 34% yield). (1) The yield is 0.210. The catalyst is CO. The product is [Cl:1][C:2]1[CH:3]=[C:4]2[C:8](=[CH:9][CH:10]=1)[NH:7][C:6]1[CH:11]([C:16]([NH2:20])=[O:18])[CH2:12][CH2:13][CH2:14][CH2:15][C:5]2=1. The reactants are [Cl:1][C:2]1[CH:3]=[C:4]2[C:8](=[CH:9][CH:10]=1)[NH:7][C:6]1[CH:11]([C:16]([O:18]C)=O)[CH2:12][CH2:13][CH2:14][CH2:15][C:5]2=1.[NH3:20]. (2) The reactants are COC1C=CC(CN(CC2C=CC(OC)=CC=2)C2N=CC(C3C4CCNC=4N=C(N4CCOCC4)N=3)=CN=2)=CC=1.NC1C(C)=C(C(N2CCN(C)CC2)=O)C=CC=1.CN1CCNCC1.CC1C=CC(N2CCOCC2)=CC=1N.[CH3:79][C:80]1[C:85]([C:86]([N:88]2[CH2:93][CH2:92][N:91]([CH3:94])[CH2:90][CH2:89]2)=[O:87])=[CH:84][CH:83]=[CH:82][C:81]=1[NH:95][C:96]([N:98]1[C:102]2[N:103]=[C:104]([N:132]3[CH2:137][CH2:136][O:135][CH2:134][CH2:133]3)[N:105]=[C:106]([C:107]3[CH:108]=[N:109][C:110]([N:113](CC4C=CC(OC)=CC=4)CC4C=CC(OC)=CC=4)=[N:111][CH:112]=3)[C:101]=2[CH2:100][CH2:99]1)=[O:97]. No catalyst specified. The product is [CH3:79][C:80]1[C:85]([C:86]([N:88]2[CH2:93][CH2:92][N:91]([CH3:94])[CH2:90][CH2:89]2)=[O:87])=[CH:84][CH:83]=[CH:82][C:81]=1[NH:95][C:96]([N:98]1[C:102]2[N:103]=[C:104]([N:132]3[CH2:137][CH2:136][O:135][CH2:134][CH2:133]3)[N:105]=[C:106]([C:107]3[CH:108]=[N:109][C:110]([NH2:113])=[N:111][CH:112]=3)[C:101]=2[CH2:100][CH2:99]1)=[O:97]. The yield is 0.290. (3) The reactants are [CH3:1][O:2][C:3]1[CH:4]=[C:5]2[C:10](=[CH:11][CH:12]=1)[C:9](=O)[CH:8]([C:14]([O:16][CH3:17])=[O:15])[CH2:7][CH2:6]2.Cl(O)(=O)(=O)=O. The catalyst is CC(O)=O.[Pd]. The product is [CH3:1][O:2][C:3]1[CH:4]=[C:5]2[C:10](=[CH:11][CH:12]=1)[CH2:9][CH:8]([C:14]([O:16][CH3:17])=[O:15])[CH2:7][CH2:6]2. The yield is 0.580.